This data is from Full USPTO retrosynthesis dataset with 1.9M reactions from patents (1976-2016). The task is: Predict the reactants needed to synthesize the given product. (1) Given the product [CH3:27][O:26][CH2:25][N:21]1[C:20]2[CH:28]=[CH:29][C:17]([C:2]([C:4]3[NH:8][N:7]=[CH:6][CH:5]=3)=[CH2:3])=[CH:18][C:19]=2[S:23][C:22]1=[O:24], predict the reactants needed to synthesize it. The reactants are: O[C:2]([C:17]1[CH:29]=[CH:28][C:20]2[N:21]([CH2:25][O:26][CH3:27])[C:22](=[O:24])[S:23][C:19]=2[CH:18]=1)([C:4]1[N:8](COCC[Si](C)(C)C)[N:7]=[CH:6][CH:5]=1)[CH3:3].FC(F)(F)C(O)=O. (2) Given the product [N:39]1[CH:40]=[CH:41][C:36]([NH:33][C:34]([N:14]2[CH2:15][CH2:16][CH2:17][CH:12]([C:6]3([CH2:18][C:19]4[CH:24]=[CH:23][CH:22]=[C:21]([Cl:25])[CH:20]=4)[C:5]4[C:9](=[CH:10][C:2]([Cl:1])=[CH:3][CH:4]=4)[NH:8][C:7]3=[O:11])[CH2:13]2)=[O:35])=[CH:37][CH:38]=1, predict the reactants needed to synthesize it. The reactants are: [Cl:1][C:2]1[CH:10]=[C:9]2[C:5]([C:6]([CH2:18][C:19]3[CH:24]=[CH:23][CH:22]=[C:21]([Cl:25])[CH:20]=3)([CH:12]3[CH2:17][CH2:16][CH2:15][NH:14][CH2:13]3)[C:7](=[O:11])[NH:8]2)=[CH:4][CH:3]=1.C(N(CC)CC)C.[N:33]([C:36]1[CH:41]=[CH:40][N:39]=[CH:38][CH:37]=1)=[C:34]=[O:35]. (3) Given the product [Br:1][C:2]1[C:10]2[N:9]=[C:8]([CH3:11])[N:7]([CH2:19][C:20]3[CH:25]=[CH:24][CH:23]=[C:22]([CH3:26])[CH:21]=3)[C:6]=2[CH:5]=[C:4]([N:12]2[CH2:17][CH2:16][O:15][CH2:14][CH2:13]2)[CH:3]=1, predict the reactants needed to synthesize it. The reactants are: [Br:1][C:2]1[C:10]2[N:9]=[C:8]([CH3:11])[NH:7][C:6]=2[CH:5]=[C:4]([N:12]2[CH2:17][CH2:16][O:15][CH2:14][CH2:13]2)[CH:3]=1.Br[CH2:19][C:20]1[CH:25]=[CH:24][CH:23]=[C:22]([CH3:26])[CH:21]=1.C(=O)([O-])[O-].[K+].[K+].O. (4) Given the product [NH:2]1[CH:3]=[CH:4][C:5]([C:7]2[CH:12]=[CH:11][CH:10]=[CH:9][N:8]=2)=[N:15]1, predict the reactants needed to synthesize it. The reactants are: C[N:2](C)/[CH:3]=[CH:4]\[C:5]([C:7]1[CH:12]=[CH:11][CH:10]=[CH:9][N:8]=1)=O.O.[NH2:15]N. (5) Given the product [C:1]12([CH2:11][NH:12][CH2:13][CH2:14][S:15][C:16]3[CH:17]=[CH:18][CH:19]=[CH:20][CH:21]=3)[CH2:8][CH:7]3[CH2:6][CH:5]([CH2:4][CH:3]([CH2:9]3)[CH2:2]1)[CH2:10]2, predict the reactants needed to synthesize it. The reactants are: [C:1]12([CH2:11][NH:12][C:13](=O)[CH2:14][S:15][C:16]3[CH:21]=[CH:20][CH:19]=[CH:18][CH:17]=3)[CH2:10][CH:5]3[CH2:6][CH:7]([CH2:9][CH:3]([CH2:4]3)[CH2:2]1)[CH2:8]2.[H-].[H-].[H-].[H-].[Li+].[Al+3].O.[OH-].[Na+]. (6) Given the product [O:15]=[C:16]([OH:28])[C@@H:17]([C@H:19]([C@H:21]([C@@H:23]([C:25]([OH:27])=[O:26])[OH:24])[OH:22])[OH:20])[OH:18].[CH3:1][NH:2][CH2:3][CH2:4][CH2:5][O:6][C:7]1[CH:8]=[N:9][CH:10]=[C:11]([O:13][CH3:14])[CH:12]=1.[CH3:1][NH:2][CH2:3][CH2:4][CH2:5][O:6][C:7]1[CH:8]=[N:9][CH:10]=[C:11]([O:13][CH3:14])[CH:12]=1, predict the reactants needed to synthesize it. The reactants are: [CH3:1][NH:2][CH2:3][CH2:4][CH2:5][O:6][C:7]1[CH:8]=[N:9][CH:10]=[C:11]([O:13][CH3:14])[CH:12]=1.[O:15]=[C:16]([OH:28])[C@@H:17]([C@H:19]([C@H:21]([C@@H:23]([C:25]([OH:27])=[O:26])[OH:24])[OH:22])[OH:20])[OH:18].O. (7) The reactants are: FC(F)(F)S(O[C:7]1[C:8]([C:18](=[O:20])[CH3:19])=[CH:9][C:10]([Cl:17])=[C:11]2[C:16]=1[N:15]=[CH:14][CH:13]=[CH:12]2)(=O)=O.Cl.[NH:24]1[CH2:28][CH2:27][C@H:26]([NH:29][S:30]([CH3:33])(=[O:32])=[O:31])[CH2:25]1.C(=O)([O-])[O-].[Cs+].[Cs+].O1CCCC1. Given the product [C:18]([C:8]1[C:7]([N:24]2[CH2:28][CH2:27][C@H:26]([NH:29][S:30]([CH3:33])(=[O:32])=[O:31])[CH2:25]2)=[C:16]2[C:11]([CH:12]=[CH:13][CH:14]=[N:15]2)=[C:10]([Cl:17])[CH:9]=1)(=[O:20])[CH3:19], predict the reactants needed to synthesize it.